Predict which catalyst facilitates the given reaction. From a dataset of Catalyst prediction with 721,799 reactions and 888 catalyst types from USPTO. (1) Reactant: [CH2:1]([N:8]1[CH2:12][C@H:11]([C:13]2[CH:18]=[CH:17][CH:16]=[CH:15][CH:14]=2)[C@@H:10]([C:19](N2[C@@H](C3C=CC=CC=3)COC2=O)=[O:20])[CH2:9]1)[C:2]1[CH:7]=[CH:6][CH:5]=[CH:4][CH:3]=1.[H-].[Al+3].[Li+].[H-].[H-].[H-]. Product: [CH2:1]([N:8]1[CH2:12][C@H:11]([C:13]2[CH:18]=[CH:17][CH:16]=[CH:15][CH:14]=2)[C@@H:10]([CH2:19][OH:20])[CH2:9]1)[C:2]1[CH:3]=[CH:4][CH:5]=[CH:6][CH:7]=1. The catalyst class is: 1. (2) Reactant: [NH2:1][CH:2]([C:32]1[CH:37]=[CH:36][CH:35]=[CH:34][CH:33]=1)[C:3]1[CH:8]=[CH:7][C:6]([C:9]2[C:17]3[C:12](=[N:13][CH:14]=[N:15][C:16]=3[NH2:18])[N:11]([C@H:19]3[CH2:24][CH2:23][C@@H:22]([N:25]4[CH2:30][CH2:29][N:28]([CH3:31])[CH2:27][CH2:26]4)[CH2:21][CH2:20]3)[N:10]=2)=[CH:5][CH:4]=1.[C:38]1([CH2:44][CH:45]=O)[CH:43]=[CH:42][CH:41]=[CH:40][CH:39]=1.C(O)(=O)C.C(O[BH-](OC(=O)C)OC(=O)C)(=O)C.[Na+]. Product: [CH3:31][N:28]1[CH2:27][CH2:26][N:25]([CH:22]2[CH2:23][CH2:24][CH:19]([N:11]3[C:12]4=[N:13][CH:14]=[N:15][C:16]([NH2:18])=[C:17]4[C:9]([C:6]4[CH:5]=[CH:4][C:3]([CH:2]([NH:1][CH2:45][CH2:44][C:38]5[CH:43]=[CH:42][CH:41]=[CH:40][CH:39]=5)[C:32]5[CH:33]=[CH:34][CH:35]=[CH:36][CH:37]=5)=[CH:8][CH:7]=4)=[N:10]3)[CH2:20][CH2:21]2)[CH2:30][CH2:29]1. The catalyst class is: 26.